Dataset: Catalyst prediction with 721,799 reactions and 888 catalyst types from USPTO. Task: Predict which catalyst facilitates the given reaction. (1) Reactant: [CH:1]([N:4](CC)C(C)C)(C)[CH3:2].S(=O)(=O)(O)O.[NH2:15][C:16]1[CH:17]=[C:18]([CH:23]=[C:24]([F:27])[C:25]=1[CH3:26])[C:19]([O:21][CH3:22])=[O:20].BrCC#N. Product: [C:1]([CH2:2][NH:15][C:16]1[CH:17]=[C:18]([CH:23]=[C:24]([F:27])[C:25]=1[CH3:26])[C:19]([O:21][CH3:22])=[O:20])#[N:4]. The catalyst class is: 1. (2) Reactant: [Br:1][C:2]1[CH:3]=[N:4][C:5]2[N:6]([N:8]=[CH:9][C:10]=2[C:11]2[C:20]3[C:15](=[CH:16][CH:17]=[CH:18][CH:19]=3)[N:14]=[CH:13][CH:12]=2)[CH:7]=1.C1C=C(Cl)C=C(C(OO)=[O:29])C=1. Product: [Br:1][C:2]1[CH:3]=[N:4][C:5]2[N:6]([N:8]=[CH:9][C:10]=2[C:11]2[C:20]3[C:15](=[CH:16][CH:17]=[CH:18][CH:19]=3)[N+:14]([O-:29])=[CH:13][CH:12]=2)[CH:7]=1. The catalyst class is: 2. (3) Reactant: C(OC(=O)[NH:7]C1CCC(NCC2C=C(C3C=NC=CC=3)C=CC=2OC)CC1)(C)(C)C.C(OC(=O)N[CH2:38][CH:39]1[CH2:44][CH2:43][CH:42]([N:45]([C:61]([C:63]2[S:64][C:65]3[C:72]([F:73])=[CH:71][CH:70]=[C:69]([F:74])[C:66]=3[C:67]=2[Cl:68])=[O:62])[CH2:46][C:47]2[CH:52]=[C:51]([C:53]3[CH:58]=[CH:57][N:56]=[CH:55][CH:54]=3)[CH:50]=[CH:49][C:48]=2[O:59][CH3:60])[CH2:41][CH2:40]1)(C)(C)C.Cl. Product: [CH3:60][O:59][C:48]1[CH:49]=[CH:50][C:51]([C:53]2[CH:58]=[CH:57][N:56]=[CH:55][CH:54]=2)=[CH:52][C:47]=1[CH2:46][N:45]([C:42]1([NH2:7])[CH2:41][CH2:40][CH:39]([CH3:38])[CH2:44][CH2:43]1)[C:61]([C:63]1[S:64][C:65]2[C:72]([F:73])=[CH:71][CH:70]=[C:69]([F:74])[C:66]=2[C:67]=1[Cl:68])=[O:62]. The catalyst class is: 14. (4) Reactant: C[O:2][C:3]([C:5]1([CH3:41])[C:10]([C:12]2[CH:17]=[CH:16][C:15]([Cl:18])=[CH:14][CH:13]=2)([OH:11])[CH2:9][CH2:8][N:7]([CH2:19][CH2:20][CH:21]=[C:22]2[C:28]3[CH:29]=[CH:30][CH:31]=[N:32][C:27]=3[CH2:26][O:25][C:24]3[CH:33]=[CH:34][C:35]([C:37]([OH:40])([CH3:39])[CH3:38])=[CH:36][C:23]2=3)[CH2:6]1)=O.[H-].[H-].[H-].[H-].[Li+].[Al+3]. Product: [Cl:18][C:15]1[CH:16]=[CH:17][C:12]([C:10]2([OH:11])[CH2:9][CH2:8][N:7]([CH2:19][CH2:20][CH:21]=[C:22]3[C:28]4[CH:29]=[CH:30][CH:31]=[N:32][C:27]=4[CH2:26][O:25][C:24]4[CH:33]=[CH:34][C:35]([C:37]([OH:40])([CH3:39])[CH3:38])=[CH:36][C:23]3=4)[CH2:6][C:5]2([CH2:3][OH:2])[CH3:41])=[CH:13][CH:14]=1. The catalyst class is: 7. (5) Reactant: Br[C:2]1[CH:7]=[C:6]([C:8]([F:11])([F:10])[F:9])[CH:5]=[CH:4][N:3]=1.C([Li])CCC.[CH2:17]([N:19]1[CH:23]=[C:22]([S:24]([N:27]2[CH2:36][CH2:35][C:34]3[C@:29]([C:47](OC)=[O:48])([CH2:30][C:31]4[CH:39]=[N:38][N:37]([C:40]5[CH:45]=[CH:44][C:43]([F:46])=[CH:42][CH:41]=5)[C:32]=4[CH:33]=3)[CH2:28]2)(=[O:26])=[O:25])[CH:21]=[N:20]1)[CH3:18].O. Product: [CH2:17]([N:19]1[CH:23]=[C:22]([S:24]([N:27]2[CH2:36][CH2:35][C:34]3[C@:29]([C:47]([C:2]4[CH:7]=[C:6]([C:8]([F:11])([F:10])[F:9])[CH:5]=[CH:4][N:3]=4)=[O:48])([CH2:30][C:31]4[CH:39]=[N:38][N:37]([C:40]5[CH:41]=[CH:42][C:43]([F:46])=[CH:44][CH:45]=5)[C:32]=4[CH:33]=3)[CH2:28]2)(=[O:25])=[O:26])[CH:21]=[N:20]1)[CH3:18]. The catalyst class is: 7. (6) Reactant: [CH3:1][O:2][C:3]1[C:8]([O:9][CH3:10])=[CH:7][C:6]([N+:11]([O-])=O)=[CH:5][N:4]=1. Product: [CH3:10][O:9][C:8]1[CH:7]=[C:6]([NH2:11])[CH:5]=[N:4][C:3]=1[O:2][CH3:1]. The catalyst class is: 350.